Dataset: Full USPTO retrosynthesis dataset with 1.9M reactions from patents (1976-2016). Task: Predict the reactants needed to synthesize the given product. (1) Given the product [CH3:17][O:6][C:5](=[O:7])[C:4]1[CH:8]=[CH:9][CH:10]=[C:2]([NH2:1])[C:3]=1[F:11], predict the reactants needed to synthesize it. The reactants are: [NH2:1][C:2]1[C:3]([F:11])=[C:4]([CH:8]=[CH:9][CH:10]=1)[C:5]([OH:7])=[O:6].S(=O)(=O)(O)O.[CH3:17]O. (2) Given the product [CH3:20][C:15]1([CH3:21])[C:16]([CH3:19])([CH3:18])[O:17][B:13]([C:2]2[CH:7]=[CH:6][C:5]([C:8]3[O:9][CH:10]=[CH:11][N:12]=3)=[CH:4][CH:3]=2)[O:14]1, predict the reactants needed to synthesize it. The reactants are: Br[C:2]1[CH:7]=[CH:6][C:5]([C:8]2[O:9][CH:10]=[CH:11][N:12]=2)=[CH:4][CH:3]=1.[B:13]1([B:13]2[O:17][C:16]([CH3:19])([CH3:18])[C:15]([CH3:21])([CH3:20])[O:14]2)[O:17][C:16]([CH3:19])([CH3:18])[C:15]([CH3:21])([CH3:20])[O:14]1. (3) Given the product [Br:1][C:2]1[CH:25]=[C:5]2[N:6]=[C:7]([CH3:24])[C:8]([C:18](=[O:23])[C:19]([O:21][CH3:22])=[O:20])=[C:9]([N:10]3[CH2:15][CH2:14][C:13]([CH3:17])([CH3:16])[CH2:12][CH2:11]3)[N:4]2[N:3]=1, predict the reactants needed to synthesize it. The reactants are: [Br:1][C:2]1[CH:25]=[C:5]2[N:6]=[C:7]([CH3:24])[C:8]([CH:18]([OH:23])[C:19]([O:21][CH3:22])=[O:20])=[C:9]([N:10]3[CH2:15][CH2:14][C:13]([CH3:17])([CH3:16])[CH2:12][CH2:11]3)[N:4]2[N:3]=1.CC(OI1(OC(C)=O)(OC(C)=O)OC(=O)C2C=CC=CC1=2)=O.